From a dataset of Catalyst prediction with 721,799 reactions and 888 catalyst types from USPTO. Predict which catalyst facilitates the given reaction. (1) Reactant: [NH2:1][C@@H:2]([C:6]([OH:8])=[O:7])[C@H:3]([CH3:5])[OH:4].C([O-])(O)=O.[Na+].[C:14](=O)([O:27]C1C=CC=CN=1)[O:15][CH2:16][CH2:17][CH2:18][CH2:19][CH2:20][CH:21]1[CH2:26][CH2:25][CH2:24][CH2:23][CH2:22]1.O=C1C=CC=CN1C(OCCCCCC1CCCCC1)=O. Product: [CH:21]1([CH2:20][CH2:19][CH2:18][CH2:17][CH2:16][O:15][C:14]([NH:1][C@H:2]([C@@H:3]([OH:4])[CH3:5])[C:6]([OH:8])=[O:7])=[O:27])[CH2:26][CH2:25][CH2:24][CH2:23][CH2:22]1. The catalyst class is: 90. (2) Reactant: [C:1]([C:3]1[CH:8]=[CH:7][N:6]=[CH:5][CH:4]=1)#[N:2].C[O-].[Na+].CO.[Cl-:14].[NH4+:15].CC(C)=O. Product: [ClH:14].[C:1]([C:3]1[CH:8]=[CH:7][N:6]=[CH:5][CH:4]=1)(=[NH:15])[NH2:2]. The catalyst class is: 5. (3) Reactant: Br[C:2]1[CH:7]=[CH:6][C:5]([C:8]2[CH:13]=[CH:12][CH:11]=[C:10]([F:14])[CH:9]=2)=[CH:4][C:3]=1[O:15][CH3:16].[Li]CCCC.[B:22](OC)([O:25]C)[O:23]C. Product: [F:14][C:10]1[CH:9]=[C:8]([C:5]2[CH:6]=[CH:7][C:2]([B:22]([OH:25])[OH:23])=[C:3]([O:15][CH3:16])[CH:4]=2)[CH:13]=[CH:12][CH:11]=1. The catalyst class is: 1. (4) Reactant: [F:1][C:2]([F:7])([F:6])[C:3]([OH:5])=[O:4].FC(F)(F)C(O)=O.[CH3:15][N:16]1[CH2:21][CH2:20][CH:19]([O:22][C:23]2[CH:28]=[CH:27][C:26]([C:29]3[C:37]4[C:32](=[CH:33][CH:34]=[C:35]([NH2:38])[CH:36]=4)[NH:31][N:30]=3)=[CH:25][CH:24]=2)[CH2:18][CH2:17]1.[Cl:39][C:40]1[CH:45]=[C:44]([CH3:46])[CH:43]=[C:42]([CH3:47])[C:41]=1[N:48]=[C:49]=[O:50].CCN(C(C)C)C(C)C. Product: [Cl:39][C:40]1[CH:45]=[C:44]([CH3:46])[CH:43]=[C:42]([CH3:47])[C:41]=1[NH:48][C:49]([NH:38][C:35]1[CH:36]=[C:37]2[C:32](=[CH:33][CH:34]=1)[NH:31][N:30]=[C:29]2[C:26]1[CH:27]=[CH:28][C:23]([O:22][CH:19]2[CH2:18][CH2:17][N:16]([CH3:15])[CH2:21][CH2:20]2)=[CH:24][CH:25]=1)=[O:50].[C:3]([OH:5])([C:2]([F:7])([F:6])[F:1])=[O:4]. The catalyst class is: 3. (5) Reactant: Cl.[CH2:2]([CH:9]1[CH:13]([C:14]2[CH:19]=[CH:18][CH:17]=[CH:16][CH:15]=2)[CH2:12][NH:11][CH2:10]1)[C:3]1[CH:8]=[CH:7][CH:6]=[CH:5][CH:4]=1.C(N(CC)CC)C.[CH3:27][N:28]1[CH:32]=[C:31]([S:33](Cl)(=[O:35])=[O:34])[N:30]=[CH:29]1. Product: [CH2:2]([C@H:9]1[C@H:13]([C:14]2[CH:19]=[CH:18][CH:17]=[CH:16][CH:15]=2)[CH2:12][N:11]([S:33]([C:31]2[N:30]=[CH:29][N:28]([CH3:27])[CH:32]=2)(=[O:35])=[O:34])[CH2:10]1)[C:3]1[CH:4]=[CH:5][CH:6]=[CH:7][CH:8]=1. The catalyst class is: 4. (6) Reactant: [H-].[Na+].[NH2:3][C@@H:4]([C:9]([OH:11])=[O:10])[C:5]([SH:8])([CH3:7])[CH3:6].[CH:12](I)([CH3:14])[CH3:13].Cl. Product: [NH2:3][C@@H:4]([C:5]([S:8][CH:12]([CH3:14])[CH3:13])([CH3:7])[CH3:6])[C:9]([OH:11])=[O:10]. The catalyst class is: 8.